This data is from Full USPTO retrosynthesis dataset with 1.9M reactions from patents (1976-2016). The task is: Predict the reactants needed to synthesize the given product. (1) Given the product [CH3:21][CH:22]([CH2:31][C:32]([CH3:34])([CH3:33])[CH3:35])[CH2:23][CH2:24][C:25]1[CH:30]=[CH:29][C:28]([C:19]([C:6]2[CH:5]=[C:10]([C:11]([OH:13])=[O:12])[C:9]([C:14](=[O:15])[C:28]3[CH:27]=[CH:26][C:25]([CH2:24][CH2:23][CH:40]([CH3:41])[CH2:42][C:32]([CH3:31])([CH3:34])[CH3:33])=[CH:30][CH:29]=3)=[CH:8][C:7]=2[C:16]([OH:18])=[O:17])=[O:20])=[CH:27][CH:26]=1, predict the reactants needed to synthesize it. The reactants are: [Cl-].[Al+3].[Cl-].[Cl-].[CH:5]1[C:10]2[C:11]([O:13][C:14](=[O:15])[C:9]=2[CH:8]=[C:7]2[C:16]([O:18][C:19](=[O:20])[C:6]=12)=[O:17])=[O:12].[CH3:21][CH:22]([CH2:31][C:32]([CH3:35])([CH3:34])[CH3:33])[CH2:23][CH2:24][C:25]1[CH:30]=[CH:29][CH:28]=[CH:27][CH:26]=1.C(N(CC)[CH:40]([CH3:42])[CH3:41])(C)C.Cl. (2) Given the product [ClH:38].[NH2:1][C:2](=[O:37])[C:3](=[O:36])[CH:4]([NH:12][C:13](=[O:14])[C:15]1[CH:20]=[CH:19][CH:18]=[N:17][C:16]=1[N:21]1[CH:25]=[C:24]2[CH2:26][NH:27][CH2:28][C:23]2=[N:22]1)[CH2:5][C:6]1[CH:7]=[CH:8][CH:9]=[CH:10][CH:11]=1, predict the reactants needed to synthesize it. The reactants are: [NH2:1][C:2](=[O:37])[C:3](=[O:36])[CH:4]([NH:12][C:13]([C:15]1[C:16]([N:21]2[CH:25]=[C:24]3[CH2:26][N:27](C(OC(C)(C)C)=O)[CH2:28][C:23]3=[N:22]2)=[N:17][CH:18]=[CH:19][CH:20]=1)=[O:14])[CH2:5][C:6]1[CH:11]=[CH:10][CH:9]=[CH:8][CH:7]=1.[ClH:38]. (3) The reactants are: [Br:1][C:2]1[N:7]=[C:6]([NH:8][NH2:9])[CH:5]=[CH:4][CH:3]=1.[C:10](OC(OCC)OCC)(=O)C. Given the product [Br:1][C:2]1[N:7]2[CH:10]=[N:9][N:8]=[C:6]2[CH:5]=[CH:4][CH:3]=1, predict the reactants needed to synthesize it. (4) Given the product [C:17]([C:7]1[CH:8]=[CH:9][C:10]2[C:11]3[C:16](=[CH:15][CH:14]=[CH:13][CH:12]=3)[N:4]([C:1](=[O:3])[CH3:2])[C:5]=2[CH:6]=1)(=[O:19])[CH3:18], predict the reactants needed to synthesize it. The reactants are: [C:1]([N:4]1[C:16]2[CH:15]=[CH:14][CH:13]=[CH:12][C:11]=2[C:10]2[C:5]1=[CH:6][CH:7]=[CH:8][CH:9]=2)(=[O:3])[CH3:2].[C:17](Cl)(=[O:19])[CH3:18].[Cl-].[Al+3].[Cl-].[Cl-].Cl. (5) Given the product [S:16]1[C:17]2[CH:23]=[CH:22][CH:21]=[CH:20][C:18]=2[N:19]=[C:15]1[CH:2]([C:3]([O:5][CH2:6][CH3:7])=[O:4])[C:1]([O:9][CH2:10][CH3:11])=[O:8], predict the reactants needed to synthesize it. The reactants are: [C:1]([O:9][CH2:10][CH3:11])(=[O:8])[CH2:2][C:3]([O:5][CH2:6][CH3:7])=[O:4].[H-].[Na+].Cl[C:15]1[S:16][C:17]2[CH:23]=[CH:22][CH:21]=[CH:20][C:18]=2[N:19]=1. (6) Given the product [NH2:1][C:2]1[C:7]([C:8]#[N:9])=[C:6]([N:10]2[CH2:15][CH2:14][CH:13]([C:16]3[N:17]([CH2:32][CH2:42][N:43]([CH3:45])[CH3:44])[CH:18]=[C:19]([C:21]4[CH:26]=[CH:25][C:24]([F:27])=[C:23]([C:28]([F:31])([F:30])[F:29])[CH:22]=4)[N:20]=3)[CH2:12][CH2:11]2)[N:5]=[CH:4][N:3]=1, predict the reactants needed to synthesize it. The reactants are: [NH2:1][C:2]1[C:7]([C:8]#[N:9])=[C:6]([N:10]2[CH2:15][CH2:14][CH:13]([C:16]3[N:17]([CH3:32])[CH:18]=[C:19]([C:21]4[CH:26]=[CH:25][C:24]([F:27])=[C:23]([C:28]([F:31])([F:30])[F:29])[CH:22]=4)[N:20]=3)[CH2:12][CH2:11]2)[N:5]=[CH:4][N:3]=1.FC1C=CC(C2N=[C:42](C3CCNCC3)[N:43]([CH2:45]CN(C)C)[CH:44]=2)=CC=1C(F)(F)F.